This data is from Peptide-MHC class I binding affinity with 185,985 pairs from IEDB/IMGT. The task is: Regression. Given a peptide amino acid sequence and an MHC pseudo amino acid sequence, predict their binding affinity value. This is MHC class I binding data. (1) The peptide sequence is RDKTEAILQ. The MHC is H-2-Kb with pseudo-sequence H-2-Kb. The binding affinity (normalized) is 0.128. (2) The peptide sequence is CLTEYILWV. The MHC is HLA-A02:01 with pseudo-sequence HLA-A02:01. The binding affinity (normalized) is 0.778. (3) The peptide sequence is NPKTPKYKF. The MHC is HLA-A03:01 with pseudo-sequence HLA-A03:01. The binding affinity (normalized) is 0.0847.